Regression/Classification. Given a drug SMILES string, predict its toxicity properties. Task type varies by dataset: regression for continuous values (e.g., LD50, hERG inhibition percentage) or binary classification for toxic/non-toxic outcomes (e.g., AMES mutagenicity, cardiotoxicity, hepatotoxicity). Dataset: clintox. From a dataset of Clinical trial toxicity outcomes and FDA approval status for drugs. (1) The compound is CCC[C@H](NC(=O)[C@@H]1[C@H]2CCC[C@H]2CN1C(=O)[C@@H](NC(=O)[C@@H](NC(=O)c1cnccn1)C1CCCCC1)C(C)(C)C)C(=O)C(=O)NC1CC1. The result is 0 (passed clinical trial). (2) The molecule is CC(=O)N1CCN(c2ccc(OC[C@H]3CO[C@](Cn4ccnc4)(c4ccc(Cl)cc4Cl)O3)cc2)CC1. The result is 0 (passed clinical trial). (3) The compound is COc1cc(C(C)=O)ccc1OCCC[NH+]1CCC(c2noc3cc(F)ccc23)CC1. The result is 0 (passed clinical trial). (4) The drug is O=C([O-])[C@H]1/C(=C/CO)O[C@@H]2CC(=O)N21. The result is 0 (passed clinical trial). (5) The molecule is CC(=O)N(CC(C)C(=O)[O-])c1c(I)cc(I)c(N)c1I. The result is 0 (passed clinical trial). (6) The drug is C=CC[C@@H]1/C=C(\C)C[C@H](C)C[C@H](OC)[C@H]2O[C@@](O)(C(=O)C(=O)N3CCCC[C@H]3C(=O)O[C@H](/C(C)=C/[C@@H]3CC[C@@H](O)[C@H](OC)C3)[C@H](C)[C@@H](O)CC1=O)[C@H](C)C[C@@H]2OC. The result is 0 (passed clinical trial).